Dataset: Reaction yield outcomes from USPTO patents with 853,638 reactions. Task: Predict the reaction yield, written as a fraction of the theoretical maximum amount of product (1.0 means a 100% yield; for example, 0.34 means a 34% yield). (1) The reactants are [CH3:1][C:2]1[CH:7]=[CH:6][C:5](OS(C(F)(F)F)(=O)=O)=[C:4]([N+:16]([O-:18])=[O:17])[CH:3]=1.[N:19]1[CH:24]=[CH:23][CH:22]=[CH:21][C:20]=1[SH:25].C([O-])([O-])=O.[K+].[K+]. The catalyst is CN(C=O)C.O. The product is [CH3:1][C:2]1[CH:7]=[CH:6][C:5]([S:25][C:20]2[CH:21]=[CH:22][CH:23]=[CH:24][N:19]=2)=[C:4]([N+:16]([O-:18])=[O:17])[CH:3]=1. The yield is 0.780. (2) The reactants are Cl.[F:2][C:3]1[CH:4]=[C:5]([N:13]2[CH2:18][CH2:17][O:16][CH2:15][CH2:14]2)[CH:6]=[C:7]([F:12])[C:8]=1[N+:9]([O-])=O. The catalyst is O1CCCC1.[Zn]. The product is [F:12][C:7]1[CH:6]=[C:5]([N:13]2[CH2:14][CH2:15][O:16][CH2:17][CH2:18]2)[CH:4]=[C:3]([F:2])[C:8]=1[NH2:9]. The yield is 0.900.